This data is from Reaction yield outcomes from USPTO patents with 853,638 reactions. The task is: Predict the reaction yield, written as a fraction of the theoretical maximum amount of product (1.0 means a 100% yield; for example, 0.34 means a 34% yield). (1) The reactants are [CH3:1][S@:2](=[O:24])([C:18]1[CH:23]=[CH:22][CH:21]=[CH:20][CH:19]=1)=[N:3][C:4](=[O:17])[C:5]1[CH:10]=[C:9]([C:11]#[C:12][Si](C)(C)C)[CH:8]=[N:7][CH:6]=1.I[C:26]1[CH:27]=[C:28]([CH:32]=[CH:33][CH:34]=1)[C:29]([OH:31])=[O:30].C(N(CC)CC)C.[H][H].N#N.[F-].C([N+](CCCC)(CCCC)CCCC)CCC. The catalyst is CN(C=O)C.Cl[Pd](Cl)([P](C1C=CC=CC=1)(C1C=CC=CC=1)C1C=CC=CC=1)[P](C1C=CC=CC=1)(C1C=CC=CC=1)C1C=CC=CC=1.[Cu]I.C1(P(C2C=CC=CC=2)C2C=CC=CC=2)C=CC=CC=1. The product is [CH3:1][S@:2](=[N:3][C:4]([C:5]1[CH:10]=[C:9]([C:11]#[C:12][C:26]2[CH:27]=[C:28]([CH:32]=[CH:33][CH:34]=2)[C:29]([OH:31])=[O:30])[CH:8]=[N:7][CH:6]=1)=[O:17])(=[O:24])[C:18]1[CH:23]=[CH:22][CH:21]=[CH:20][CH:19]=1. The yield is 0.740. (2) The yield is 0.450. The product is [C:4]([C:3]1[C:2]([O:14][CH:15]([CH2:27][CH3:28])[CH2:16][CH2:17][N:18]([CH3:26])[C:19](=[O:25])[O:20][C:21]([CH3:23])([CH3:24])[CH3:22])=[N:9][C:8]([C:10]([F:13])([F:12])[F:11])=[CH:7][CH:6]=1)#[N:5]. The catalyst is CN(C)C=O. The reactants are Cl[C:2]1[N:9]=[C:8]([C:10]([F:13])([F:12])[F:11])[CH:7]=[CH:6][C:3]=1[C:4]#[N:5].[OH:14][CH:15]([CH2:27][CH3:28])[CH2:16][CH2:17][N:18]([CH3:26])[C:19](=[O:25])[O:20][C:21]([CH3:24])([CH3:23])[CH3:22].[H-].[Na+].O. (3) The reactants are [H-].[Na+].[Br:3][C:4]1[CH:9]=[CH:8][N:7]=[C:6]2[NH:10][CH:11]=[CH:12][C:5]=12.Cl[Si:14]([CH:21]([CH3:23])[CH3:22])([CH:18]([CH3:20])[CH3:19])[CH:15]([CH3:17])[CH3:16]. The catalyst is C1COCC1. The product is [Br:3][C:4]1[CH:9]=[CH:8][N:7]=[C:6]2[N:10]([Si:14]([CH:21]([CH3:23])[CH3:22])([CH:18]([CH3:20])[CH3:19])[CH:15]([CH3:17])[CH3:16])[CH:11]=[CH:12][C:5]=12. The yield is 0.840. (4) The reactants are [OH:1][C:2]1[CH:11]=[CH:10][C:9]2[C:4](=[CH:5][CH:6]=[C:7]([O:12][CH3:13])[CH:8]=2)[C:3]=1[C:14]([C:16]1[CH:21]=[CH:20][C:19]([O:22][CH2:23][CH2:24][N:25]2[CH2:30][CH2:29][CH2:28][CH2:27][CH2:26]2)=[CH:18][CH:17]=1)=[O:15].N#N.N1C=CC=CC=1.[F:39][C:40]([F:46])([F:45])[S:41](Cl)(=[O:43])=[O:42]. The catalyst is C(Cl)Cl. The product is [CH3:13][O:12][C:7]1[CH:8]=[C:9]2[C:4](=[CH:5][CH:6]=1)[C:3]([C:14](=[O:15])[C:16]1[CH:21]=[CH:20][C:19]([O:22][CH2:23][CH2:24][N:25]3[CH2:30][CH2:29][CH2:28][CH2:27][CH2:26]3)=[CH:18][CH:17]=1)=[C:2]([O:1][S:41]([C:40]([F:46])([F:45])[F:39])(=[O:43])=[O:42])[CH:11]=[CH:10]2. The yield is 1.00.